This data is from Reaction yield outcomes from USPTO patents with 853,638 reactions. The task is: Predict the reaction yield, written as a fraction of the theoretical maximum amount of product (1.0 means a 100% yield; for example, 0.34 means a 34% yield). (1) The reactants are [NH2:1][C:2]1[CH:17]=[CH:16][C:5]([O:6][C:7]2[CH:12]=[CH:11][N:10]=[C:9]([C:13]([NH2:15])=[O:14])[CH:8]=2)=[C:4]([F:18])[C:3]=1[F:19].[CH3:20][N:21]1[C:25]([CH3:26])=[C:24]([C:27](O)=[O:28])[C:23](=[O:30])[N:22]1[C:31]1[CH:36]=[CH:35][CH:34]=[CH:33][CH:32]=1.CCN=C=NCCCN(C)C.C1C=NC2N(O)N=NC=2C=1. The catalyst is C(Cl)Cl. The product is [CH3:20][N:21]1[C:25]([CH3:26])=[C:24]([C:27]([NH:1][C:2]2[CH:17]=[CH:16][C:5]([O:6][C:7]3[CH:12]=[CH:11][N:10]=[C:9]([C:13]([NH2:15])=[O:14])[CH:8]=3)=[C:4]([F:18])[C:3]=2[F:19])=[O:28])[C:23](=[O:30])[N:22]1[C:31]1[CH:36]=[CH:35][CH:34]=[CH:33][CH:32]=1. The yield is 0.332. (2) The reactants are [H-].[Na+].[CH3:3][S:4][C:5]1[N:10]=[C:9]([C:11]2[CH:16]=[CH:15][NH:14][C:13](=[O:17])[CH:12]=2)[CH:8]=[CH:7][N:6]=1.Cl[CH:19]([C:25]1[CH:30]=[CH:29][C:28]([Cl:31])=[C:27]([F:32])[CH:26]=1)[C:20]1[O:24][CH:23]=[N:22][CH:21]=1. The catalyst is CN(C=O)C.C(OCC)(=O)C. The product is [Cl:31][C:28]1[CH:29]=[CH:30][C:25]([CH:19]([C:20]2[O:24][CH:23]=[N:22][CH:21]=2)[N:14]2[CH:15]=[CH:16][C:11]([C:9]3[CH:8]=[CH:7][N:6]=[C:5]([S:4][CH3:3])[N:10]=3)=[CH:12][C:13]2=[O:17])=[CH:26][C:27]=1[F:32]. The yield is 0.390. (3) The reactants are Cl.[NH2:2]N.[F:4][C:5]1[CH:24]=[CH:23][C:8]([CH2:9][CH:10]([C:20](=O)[CH3:21])[C:11](=[N:17]OC)[C:12]([O:14][CH2:15][CH3:16])=[O:13])=[CH:7][CH:6]=1. The catalyst is C(O)C. The product is [F:4][C:5]1[CH:24]=[CH:23][C:8]([CH2:9][C:10]2[C:20]([CH3:21])=[N:2][NH:17][C:11]=2[C:12]([O:14][CH2:15][CH3:16])=[O:13])=[CH:7][CH:6]=1. The yield is 0.590. (4) The reactants are [CH:1]([NH:14][C:15]1[CH:20]=[CH:19][C:18]([Cl:21])=[CH:17][C:16]=1[C:22]#[C:23][CH2:24][CH2:25][OH:26])([C:8]1[CH:13]=[CH:12][CH:11]=[CH:10][CH:9]=1)[C:2]1[CH:7]=[CH:6][CH:5]=[CH:4][CH:3]=1. The catalyst is CN(C=O)C. The product is [CH:1]([N:14]1[C:15]2[C:16](=[CH:17][C:18]([Cl:21])=[CH:19][CH:20]=2)[CH:22]=[C:23]1[CH2:24][CH2:25][OH:26])([C:8]1[CH:9]=[CH:10][CH:11]=[CH:12][CH:13]=1)[C:2]1[CH:7]=[CH:6][CH:5]=[CH:4][CH:3]=1. The yield is 0.300. (5) The reactants are [CH3:1][C:2]1[C:6]2[C:7](=[O:20])[N:8]([CH2:12][CH2:13][N:14]3[CH2:19][CH2:18][CH2:17][CH2:16][CH2:15]3)[CH2:9][CH2:10][CH2:11][C:5]=2[NH:4][C:3]=1[CH:21]=O.[Br:23][C:24]1[CH:25]=[C:26]([F:34])[CH:27]=[C:28]2[C:32]=1[NH:31][C:30](=[O:33])[CH2:29]2. No catalyst specified. The product is [Br:23][C:24]1[CH:25]=[C:26]([F:34])[CH:27]=[C:28]2[C:32]=1[NH:31][C:30](=[O:33])/[C:29]/2=[CH:21]\[C:3]1[NH:4][C:5]2[CH2:11][CH2:10][CH2:9][N:8]([CH2:12][CH2:13][N:14]3[CH2:19][CH2:18][CH2:17][CH2:16][CH2:15]3)[C:7](=[O:20])[C:6]=2[C:2]=1[CH3:1]. The yield is 0.764. (6) The reactants are C([O:4][C@H:5]1[CH2:22][CH2:21][C@@:20]2([CH3:23])[C@@H:7]([CH2:8][CH2:9][C@:10]3([CH3:47])[C@@H:19]2[CH2:18][CH2:17][C@H:16]2[C@@:11]3([CH3:46])[CH2:12][CH2:13][C@@:14]3([C:30](=[O:45])[NH:31][C@H:32]4[CH2:35][C@@H:34]([C:36]([N:38]5[CH2:42][CH2:41][CH2:40][CH2:39]5)=[O:37])[C:33]4([CH3:44])[CH3:43])[CH2:26][CH2:25][C@@H:24]([C:27]([CH3:29])=[CH2:28])[C@@H:15]32)[C:6]1([CH3:49])[CH3:48])(=O)C.[OH-].[Na+]. The catalyst is CO.C1COCC1. The product is [CH3:43][C:33]1([CH3:44])[C@H:34]([C:36]([N:38]2[CH2:39][CH2:40][CH2:41][CH2:42]2)=[O:37])[CH2:35][C@@H:32]1[NH:31][C:30]([C@:14]12[CH2:26][CH2:25][C@@H:24]([C:27]([CH3:29])=[CH2:28])[C@@H:15]1[C@@H:16]1[C@@:11]([CH3:46])([CH2:12][CH2:13]2)[C@@:10]2([CH3:47])[C@@H:19]([C@:20]3([CH3:23])[C@@H:7]([CH2:8][CH2:9]2)[C:6]([CH3:48])([CH3:49])[C@@H:5]([OH:4])[CH2:22][CH2:21]3)[CH2:18][CH2:17]1)=[O:45]. The yield is 0.695.